Dataset: Forward reaction prediction with 1.9M reactions from USPTO patents (1976-2016). Task: Predict the product of the given reaction. (1) Given the reactants Cl[Si:2](Cl)([CH3:4])[CH3:3].[CH3:6][C:7]1[CH-:8][C:9]2[C:14]([CH:15]=1)=[C:13]([C:16]1[CH:21]=[C:20]([CH3:22])[CH:19]=[C:18]([CH3:23])[CH:17]=1)[C:12]([CH3:24])=[CH:11][CH:10]=2.[Li+], predict the reaction product. The product is: [CH3:3][Si:2]([CH3:4])([CH:8]1[C:9]2[C:14](=[C:13]([C:16]3[CH:21]=[C:20]([CH3:22])[CH:19]=[C:18]([CH3:23])[CH:17]=3)[C:12]([CH3:24])=[CH:11][CH:10]=2)[CH:15]=[C:7]1[CH3:6])[CH:8]1[C:9]2[C:14](=[C:13]([C:16]3[CH:17]=[C:18]([CH3:23])[CH:19]=[C:20]([CH3:22])[CH:21]=3)[C:12]([CH3:24])=[CH:11][CH:10]=2)[CH:15]=[C:7]1[CH3:6]. (2) Given the reactants [NH2:1][S:2]([C:5]1[S:6][C:7]([Cl:32])=[CH:8][C:9]=1[NH:10][C:11]([C:13]1[C:14](=[O:31])[N:15]([CH2:24][C:25]2[CH:30]=[CH:29][CH:28]=[CH:27][CH:26]=2)[C:16]2[C:21]([C:22]=1[OH:23])=[CH:20][CH:19]=[CH:18][CH:17]=2)=O)(=[O:4])=[O:3].NS(C1C=C(Br)C=CC=1NC(C1C(=O)N(CC2C=CC=CC=2)C2C(C=1O)=CC=CN=2)=O)(=O)=O, predict the reaction product. The product is: [CH2:24]([N:15]1[C:16]2[C:21](=[CH:20][CH:19]=[CH:18][CH:17]=2)[C:22]([OH:23])=[C:13]([C:11]2[NH:10][C:9]3[CH:8]=[C:7]([Cl:32])[S:6][C:5]=3[S:2](=[O:4])(=[O:3])[N:1]=2)[C:14]1=[O:31])[C:25]1[CH:30]=[CH:29][CH:28]=[CH:27][CH:26]=1. (3) Given the reactants [NH2:1][C:2]1[CH:11]=[CH:10][C:5]([C:6]([O:8][CH3:9])=[O:7])=[CH:4][CH:3]=1.[N+:12]([O-:15])([O-])=[O:13].[K+].[F:17][C:18]([F:29])([F:28])[C:19](O[C:19](=[O:20])[C:18]([F:29])([F:28])[F:17])=[O:20], predict the reaction product. The product is: [N+:12]([C:11]1[CH:10]=[C:5]([CH:4]=[CH:3][C:2]=1[NH:1][C:19](=[O:20])[C:18]([F:29])([F:28])[F:17])[C:6]([O:8][CH3:9])=[O:7])([O-:15])=[O:13]. (4) Given the reactants [O:1]=[C:2]1[CH2:7][CH2:6][N:5]([C:8]([O:10][C:11]([CH3:14])([CH3:13])[CH3:12])=[O:9])[CH2:4][CH2:3]1.C([Mg]Br)C.[CH3:19][CH2:20][CH:21]=C, predict the reaction product. The product is: [OH:1][C:2]1([CH2:21][CH:20]=[CH2:19])[CH2:3][CH2:4][N:5]([C:8]([O:10][C:11]([CH3:14])([CH3:13])[CH3:12])=[O:9])[CH2:6][CH2:7]1.